Dataset: Full USPTO retrosynthesis dataset with 1.9M reactions from patents (1976-2016). Task: Predict the reactants needed to synthesize the given product. (1) Given the product [CH3:9][CH:8]1[C:10](=[O:26])[NH:11][C:12]2[CH:17]=[CH:16][CH:15]=[CH:14][C:13]=2[C:18]([C:19]2[CH:24]=[CH:23][CH:22]=[CH:21][CH:20]=2)=[N:7]1, predict the reactants needed to synthesize it. The reactants are: C(OC(=O)[NH:7][CH:8]([C:10](=[O:26])[NH:11][C:12]1[CH:17]=[CH:16][CH:15]=[CH:14][C:13]=1[C:18](=O)[C:19]1[CH:24]=[CH:23][CH:22]=[CH:21][CH:20]=1)[CH3:9])(C)(C)C.Cl. (2) Given the product [CH3:1][C:2]1[C:11]2[N:10]3[CH:12]=[CH:13][CH:14]=[C:9]3[C:8](=[O:15])[N:7]([CH2:21][C:20]([O:19][CH3:18])=[O:23])[C:6]=2[N:5]=[CH:4][CH:3]=1, predict the reactants needed to synthesize it. The reactants are: [CH3:1][C:2]1[C:11]2[N:10]3[CH:12]=[CH:13][CH:14]=[C:9]3[C:8](=[O:15])[NH:7][C:6]=2[N:5]=[CH:4][CH:3]=1.[H-].[Na+].[CH3:18][O:19][C:20](=[O:23])[CH2:21]Br. (3) Given the product [C:34]([OH:39])(=[O:38])[C:35]([OH:37])=[O:36].[CH2:1]([N:8]1[CH2:9][CH2:10][C:11]([N:21]([C:28]2[CH:29]=[CH:30][CH:31]=[CH:32][CH:33]=2)[C:22](=[O:27])[C:23]([F:25])([F:26])[F:24])([C:14]2[CH:19]=[CH:18][CH:17]=[C:16]([CH3:20])[N:15]=2)[CH2:12][CH2:13]1)[C:2]1[CH:7]=[CH:6][CH:5]=[CH:4][CH:3]=1, predict the reactants needed to synthesize it. The reactants are: [CH2:1]([N:8]1[CH2:13][CH2:12][C:11]([N:21]([C:28]2[CH:33]=[CH:32][CH:31]=[CH:30][CH:29]=2)[C:22](=[O:27])[C:23]([F:26])([F:25])[F:24])([C:14]2[CH:19]=[CH:18][CH:17]=[C:16]([CH3:20])[N:15]=2)[CH2:10][CH2:9]1)[C:2]1[CH:7]=[CH:6][CH:5]=[CH:4][CH:3]=1.[C:34]([OH:39])(=[O:38])[C:35]([OH:37])=[O:36]. (4) Given the product [C:21]([O:19][C:18]([C:16]1[S:17][C:13]([Br:12])=[CH:14][CH:15]=1)=[O:20])([CH3:24])([CH3:23])[CH3:22], predict the reactants needed to synthesize it. The reactants are: [O-]S([O-])(=O)=O.[Mg+2].OS(O)(=O)=O.[Br:12][C:13]1[S:17][C:16]([C:18]([OH:20])=[O:19])=[CH:15][CH:14]=1.[C:21](O)([CH3:24])([CH3:23])[CH3:22]. (5) Given the product [Cl:9][C:10]1[CH:11]=[C:12]([B:17]([CH:19]([O:26][CH:27]([B:34]([C:36]2[CH:41]=[CH:40][C:39]([CH3:42])=[C:38]([Cl:43])[CH:37]=2)[O:35][CH2:2][CH:3]2[CH2:8][CH2:7][CH2:6][CH2:5][NH:4]2)[C:28]2[CH:33]=[CH:32][CH:31]=[CH:30][CH:29]=2)[C:20]2[CH:21]=[CH:22][CH:23]=[CH:24][CH:25]=2)[O:1][CH2:2][CH:3]2[CH2:8][CH2:7][CH2:6][CH2:5][NH:4]2)[CH:13]=[CH:14][C:15]=1[CH3:16], predict the reactants needed to synthesize it. The reactants are: [OH:1][CH2:2][CH:3]1[CH2:8][CH2:7][CH2:6][CH2:5][NH:4]1.[Cl:9][C:10]1[CH:11]=[C:12]([B:17]([CH:19]([O:26][CH:27]([B:34]([C:36]2[CH:41]=[CH:40][C:39]([CH3:42])=[C:38]([Cl:43])[CH:37]=2)[OH:35])[C:28]2[CH:33]=[CH:32][CH:31]=[CH:30][CH:29]=2)[C:20]2[CH:25]=[CH:24][CH:23]=[CH:22][CH:21]=2)O)[CH:13]=[CH:14][C:15]=1[CH3:16]. (6) Given the product [Cl:24][C:25]1[CH:30]=[C:29]([NH:31][CH:32]([CH3:34])[CH3:33])[C:28]([C:35]2[O:36][C:37]([S:40]([CH3:43])(=[O:42])=[O:41])=[N:38][N:39]=2)=[CH:27][N:26]=1.[Cl:24][C:25]1[N:26]=[CH:27][C:28]([C:35]2[O:36][C:37]([NH:10][CH:11]3[CH2:12][CH2:13][N:14]([C:17]([O:19][C:20]([CH3:23])([CH3:22])[CH3:21])=[O:18])[CH2:15][CH2:16]3)=[N:38][N:39]=2)=[C:29]([NH:31][CH:32]([CH3:34])[CH3:33])[CH:30]=1, predict the reactants needed to synthesize it. The reactants are: N1(C([O-])=O)CCCCC1.[NH2:10][CH:11]1[CH2:16][CH2:15][N:14]([C:17]([O:19][C:20]([CH3:23])([CH3:22])[CH3:21])=[O:18])[CH2:13][CH2:12]1.[Cl:24][C:25]1[CH:30]=[C:29]([NH:31][CH:32]([CH3:34])[CH3:33])[C:28]([C:35]2[O:36][C:37]([S:40]([CH3:43])(=[O:42])=[O:41])=[N:38][N:39]=2)=[CH:27][N:26]=1.